This data is from Catalyst prediction with 721,799 reactions and 888 catalyst types from USPTO. The task is: Predict which catalyst facilitates the given reaction. Reactant: [Br:1][C:2]1[CH:10]=[CH:9][C:5]([C:6]([OH:8])=O)=[CH:4][C:3]=1[O:11][CH2:12][CH:13]1[CH2:15][CH2:14]1.Cl.CN(C)CCCN=C=NCC.[C:28]1([S:38]([NH2:41])(=[O:40])=[O:39])[C:29]([S:34]([NH2:37])(=[O:36])=[O:35])=[CH:30][CH:31]=[CH:32][CH:33]=1. Product: [Br:1][C:2]1[CH:10]=[CH:9][C:5]([C:6]([NH:41][S:38]([C:28]2[CH:33]=[CH:32][CH:31]=[CH:30][C:29]=2[S:34](=[O:36])(=[O:35])[NH2:37])(=[O:40])=[O:39])=[O:8])=[CH:4][C:3]=1[O:11][CH2:12][CH:13]1[CH2:15][CH2:14]1. The catalyst class is: 468.